From a dataset of Full USPTO retrosynthesis dataset with 1.9M reactions from patents (1976-2016). Predict the reactants needed to synthesize the given product. (1) Given the product [N:18]1([C:15]2[N:14]=[C:13]([CH:9]3[CH2:10][CH2:11][CH2:12][NH:8]3)[S:17][N:16]=2)[CH:22]=[CH:21][N:20]=[CH:19]1, predict the reactants needed to synthesize it. The reactants are: C(OC([N:8]1[CH2:12][CH2:11][CH2:10][CH:9]1[C:13]1[S:17][N:16]=[C:15]([N:18]2[CH:22]=[CH:21][N:20]=[CH:19]2)[N:14]=1)=O)(C)(C)C. (2) Given the product [N+:12]([C:3]1[CH:4]=[C:5]([S:8](=[O:10])(=[O:9])[NH2:11])[CH:6]=[CH:7][C:2]=1[NH:16][CH2:17][C@H:18]1[CH2:19][CH2:20][C@H:21]([C:24]([O:26][CH3:27])=[O:25])[CH2:22][CH2:23]1)([O-:14])=[O:13], predict the reactants needed to synthesize it. The reactants are: F[C:2]1[CH:7]=[CH:6][C:5]([S:8]([NH2:11])(=[O:10])=[O:9])=[CH:4][C:3]=1[N+:12]([O-:14])=[O:13].Cl.[NH2:16][CH2:17][C@H:18]1[CH2:23][CH2:22][C@H:21]([C:24]([O:26][CH3:27])=[O:25])[CH2:20][CH2:19]1.C(N(CC)C(C)C)(C)C. (3) Given the product [Cl:1][C:2]1[CH:37]=[CH:36][C:5]([CH2:6][O:7][C:8]2[CH:35]=[CH:34][C:11]([CH2:12][N:13]3[C:14]([O:33][CH3:38])=[N:15][C:16]([N:20]4[CH2:21][CH2:22][N:23]([C:26]5[CH:31]=[CH:30][C:29]([F:32])=[CH:28][CH:27]=5)[CH2:24][CH2:25]4)=[N:17][C:18]3=[O:19])=[CH:10][CH:9]=2)=[CH:4][CH:3]=1, predict the reactants needed to synthesize it. The reactants are: [Cl:1][C:2]1[CH:37]=[CH:36][C:5]([CH2:6][O:7][C:8]2[CH:35]=[CH:34][C:11]([CH2:12][N:13]3[C:18](=[O:19])[N:17]=[C:16]([N:20]4[CH2:25][CH2:24][N:23]([C:26]5[CH:31]=[CH:30][C:29]([F:32])=[CH:28][CH:27]=5)[CH2:22][CH2:21]4)[NH:15][C:14]3=[O:33])=[CH:10][CH:9]=2)=[CH:4][CH:3]=1.[C:38](=O)([O-])[O-].[K+].[K+].CI. (4) Given the product [C:12]([O:11][C:9]([NH:16][C:17]1[S:21][CH:20]=[N:19][C:18]=1[C:22]([O:24][CH2:25][CH3:26])=[O:23])=[O:10])([CH3:13])([CH3:14])[CH3:15], predict the reactants needed to synthesize it. The reactants are: [C:9](O[C:9]([O:11][C:12]([CH3:15])([CH3:14])[CH3:13])=[O:10])([O:11][C:12]([CH3:15])([CH3:14])[CH3:13])=[O:10].[NH2:16][C:17]1[S:21][CH:20]=[N:19][C:18]=1[C:22]([O:24][CH2:25][CH3:26])=[O:23].